From a dataset of Forward reaction prediction with 1.9M reactions from USPTO patents (1976-2016). Predict the product of the given reaction. (1) Given the reactants [C:1]1([C:7]2[CH:8]=[C:9]3[C:13](=[C:14]([CH2:16][OH:17])[CH:15]=2)[NH:12][CH:11]=[C:10]3[CH:18]2[CH2:22][CH2:21][NH:20][CH2:19]2)[CH:6]=[CH:5][CH:4]=[CH:3][CH:2]=1.CCN(CC)CC.[C:30](O[C:30]([O:32][C:33]([CH3:36])([CH3:35])[CH3:34])=[O:31])([O:32][C:33]([CH3:36])([CH3:35])[CH3:34])=[O:31], predict the reaction product. The product is: [OH:17][CH2:16][C:14]1[CH:15]=[C:7]([C:1]2[CH:2]=[CH:3][CH:4]=[CH:5][CH:6]=2)[CH:8]=[C:9]2[C:13]=1[NH:12][CH:11]=[C:10]2[CH:18]1[CH2:22][CH2:21][N:20]([C:30]([O:32][C:33]([CH3:36])([CH3:35])[CH3:34])=[O:31])[CH2:19]1. (2) Given the reactants [CH2:1]([O:8][C@H:9]1[C@H:14]([O:15][CH2:16][C:17]2[CH:22]=[CH:21][CH:20]=[CH:19][CH:18]=2)[C@@H:13]([O:23][CH2:24][C:25]2[CH:30]=[CH:29][CH:28]=[CH:27][CH:26]=2)[C@@:12]([C:33]2[CH:38]=[CH:37][C:36]([Cl:39])=[C:35]([CH2:40][C:41]3[CH:46]=[CH:45][C:44]([O:47][CH2:48][C:49]4[CH:54]=[CH:53][CH:52]=[CH:51][CH:50]=4)=[CH:43][CH:42]=3)[CH:34]=2)([O:31][CH3:32])[O:11][C@@:10]1([CH2:57][OH:58])[CH:55]=[O:56])[C:2]1[CH:7]=[CH:6][CH:5]=[CH:4][CH:3]=1.[BH4-].[Na+], predict the reaction product. The product is: [CH2:1]([O:8][C@H:9]1[C@H:14]([O:15][CH2:16][C:17]2[CH:18]=[CH:19][CH:20]=[CH:21][CH:22]=2)[C@@H:13]([O:23][CH2:24][C:25]2[CH:30]=[CH:29][CH:28]=[CH:27][CH:26]=2)[C@@:12]([C:33]2[CH:38]=[CH:37][C:36]([Cl:39])=[C:35]([CH2:40][C:41]3[CH:42]=[CH:43][C:44]([O:47][CH2:48][C:49]4[CH:50]=[CH:51][CH:52]=[CH:53][CH:54]=4)=[CH:45][CH:46]=3)[CH:34]=2)([O:31][CH3:32])[O:11][C:10]1([CH2:57][OH:58])[CH2:55][OH:56])[C:2]1[CH:3]=[CH:4][CH:5]=[CH:6][CH:7]=1. (3) Given the reactants [NH2:1][C:2]1[CH:10]=[CH:9][C:5]([C:6](O)=[O:7])=[CH:4][C:3]=1[O:11][C:12]([F:15])([F:14])[F:13].[H-].[Al+3].[Li+].[H-].[H-].[H-].O.[OH-].[Na+], predict the reaction product. The product is: [NH2:1][C:2]1[CH:10]=[CH:9][C:5]([CH2:6][OH:7])=[CH:4][C:3]=1[O:11][C:12]([F:13])([F:14])[F:15]. (4) Given the reactants [Cl:1][C:2]1[CH:7]=[CH:6][C:5]([NH:8][C:9]([C:11]2[CH:21]=[CH:20][C:14]([C:15](=[NH:19])OCC)=[CH:13][CH:12]=2)=[O:10])=[CH:4][C:3]=1[C:22]1[CH:27]=[CH:26][CH:25]=[CH:24][N:23]=1.[NH:28]1[CH:32]=[C:31]([CH2:33][CH2:34][CH2:35][NH2:36])[N:30]=[CH:29]1, predict the reaction product. The product is: [NH:28]1[CH:32]=[C:31]([CH2:33][CH2:34][CH2:35][NH:36][C:15]([C:14]2[CH:13]=[CH:12][C:11]([C:9]([NH:8][C:5]3[CH:6]=[CH:7][C:2]([Cl:1])=[C:3]([C:22]4[CH:27]=[CH:26][CH:25]=[CH:24][N:23]=4)[CH:4]=3)=[O:10])=[CH:21][CH:20]=2)=[NH:19])[N:30]=[CH:29]1. (5) The product is: [O-:26][N+:6]1[CH:7]=[CH:8][C:3]([C:2]([F:16])([F:1])[F:17])=[CH:4][C:5]=1[NH:9][C:10](=[O:15])[O:11][C:12]([CH3:14])=[CH2:13]. Given the reactants [F:1][C:2]([F:17])([F:16])[C:3]1[CH:8]=[CH:7][N:6]=[C:5]([NH:9][C:10](=[O:15])[O:11][C:12]([CH3:14])=[CH2:13])[CH:4]=1.C1C=C(Cl)C=C(C(OO)=[O:26])C=1, predict the reaction product. (6) Given the reactants [Cl:1][C:2]1[C:3]([F:19])=[CH:4][CH:5]=[C:6]2[C:10]=1[NH:9][CH:8]=[C:7]2[CH2:11][C@H:12]1[NH:16][C:15](=[O:17])[NH:14][C:13]1=[O:18].CI.[CH2:22](Cl)Cl.CO, predict the reaction product. The product is: [Cl:1][C:2]1[C:3]([F:19])=[CH:4][CH:5]=[C:6]2[C:10]=1[NH:9][CH:8]=[C:7]2[CH2:11][C@H:12]1[NH:16][C:15](=[O:17])[N:14]([CH3:22])[C:13]1=[O:18]. (7) Given the reactants [C:1](Cl)(Cl)=[O:2].[O:5]1[CH2:9][CH2:8][C@H:7]([N:10]2[CH2:14][CH2:13][NH:12][C:11]2=[O:15])[CH2:6]1.N1C=CC=CC=1.[CH3:22][N:23]1[CH:27]=[C:26]([C:28]2[CH:33]=[C:32]([O:34][C:35]3[CH:36]=[CH:37][C:38]([NH2:41])=[N:39][CH:40]=3)[CH:31]=[CH:30][N:29]=2)[CH:25]=[N:24]1, predict the reaction product. The product is: [CH3:22][N:23]1[CH:27]=[C:26]([C:28]2[CH:33]=[C:32]([O:34][C:35]3[CH:36]=[CH:37][C:38]([NH:41][C:11]([N:12]4[CH2:13][CH2:14][N:10]([C@H:7]5[CH2:8][CH2:9][O:5][CH2:6]5)[C:1]4=[O:2])=[O:15])=[N:39][CH:40]=3)[CH:31]=[CH:30][N:29]=2)[CH:25]=[N:24]1. (8) Given the reactants Br[C:2]1[C:3]([O:8][C@H:9]2[CH2:14][CH2:13][C@H:12]([NH2:15])[CH2:11][CH2:10]2)=[N:4][CH:5]=[CH:6][CH:7]=1.[F:16][C:17]1[CH:22]=[C:21](B2OC(C)(C)C(C)(C)O2)[CH:20]=[CH:19][C:18]=1[C:32]1[CH:33]=[N:34][C:35]([NH2:38])=[N:36][CH:37]=1, predict the reaction product. The product is: [NH2:15][C@H:12]1[CH2:13][CH2:14][C@H:9]([O:8][C:3]2[C:2]([C:21]3[CH:20]=[CH:19][C:18]([C:32]4[CH:37]=[N:36][C:35]([NH2:38])=[N:34][CH:33]=4)=[C:17]([F:16])[CH:22]=3)=[CH:7][CH:6]=[CH:5][N:4]=2)[CH2:10][CH2:11]1. (9) Given the reactants [Cl:1][C:2]1[CH:3]=[C:4]([N:10]2[CH:22]([CH:23]3[CH2:27][CH2:26][CH2:25][CH2:24]3)[CH:21]3[C:12]([C:13]4[CH:14]=[CH:15][C:16]([C:28]([OH:30])=O)=[N:17][C:18]=4[CH2:19][CH2:20]3)=[N:11]2)[CH:5]=[CH:6][C:7]=1[C:8]#[N:9].Cl.[O:32]1[CH2:36][CH2:35][C@H:34]([NH2:37])[CH2:33]1.CCN(C(C)C)C(C)C.CN(C(ON1N=NC2C=CC=NC1=2)=[N+](C)C)C.F[P-](F)(F)(F)(F)F, predict the reaction product. The product is: [Cl:1][C:2]1[CH:3]=[C:4]([N:10]2[CH:22]([CH:23]3[CH2:27][CH2:26][CH2:25][CH2:24]3)[CH:21]3[C:12]([C:13]4[CH:14]=[CH:15][C:16]([C:28]([NH:37][C@H:34]5[CH2:35][CH2:36][O:32][CH2:33]5)=[O:30])=[N:17][C:18]=4[CH2:19][CH2:20]3)=[N:11]2)[CH:5]=[CH:6][C:7]=1[C:8]#[N:9]. (10) Given the reactants [C:1]([C:4]1[CH:9]=[CH:8][C:7]([NH:10][C:11]2[S:12][C:13]([C:16]([N:18]([C:28]3[CH:33]=[CH:32][C:31]([F:34])=[CH:30][C:29]=3[F:35])[CH2:19][C:20]3[CH:25]=[CH:24][C:23]([O:26][CH3:27])=[CH:22][CH:21]=3)=[O:17])=[CH:14][N:15]=2)=[CH:6][CH:5]=1)(=[O:3])[CH3:2].[Li+].CC([N-]C(C)C)C.[N:44]1([CH2:49][CH:50]=O)[CH2:48][CH2:47][CH2:46][CH2:45]1, predict the reaction product. The product is: [F:35][C:29]1[CH:30]=[C:31]([F:34])[CH:32]=[CH:33][C:28]=1[N:18]([CH2:19][C:20]1[CH:25]=[CH:24][C:23]([O:26][CH3:27])=[CH:22][CH:21]=1)[C:16]([C:13]1[S:12][C:11]([NH:10][C:7]2[CH:6]=[CH:5][C:4]([C:1](=[O:3])/[CH:2]=[CH:50]/[CH2:49][N:44]3[CH2:48][CH2:47][CH2:46][CH2:45]3)=[CH:9][CH:8]=2)=[N:15][CH:14]=1)=[O:17].